This data is from Retrosynthesis with 50K atom-mapped reactions and 10 reaction types from USPTO. The task is: Predict the reactants needed to synthesize the given product. (1) The reactants are: N#Cc1ccc2c(ccc(=O)n2CC(=O)O)c1.Nc1scc(Cl)c1-c1nc[nH]n1. Given the product N#Cc1ccc2c(ccc(=O)n2CC(=O)Nc2scc(Cl)c2-c2nc[nH]n2)c1, predict the reactants needed to synthesize it. (2) Given the product CCOc1ccc(F)c(-c2cc(C)nc(C#CC[C@@]3(NC(=O)OC(C)(C)C)CCN(C)C3=O)n2)c1, predict the reactants needed to synthesize it. The reactants are: C#CC[C@@]1(NC(=O)OC(C)(C)C)CCN(C)C1=O.CCOc1ccc(F)c(-c2cc(C)nc(I)n2)c1.